This data is from Full USPTO retrosynthesis dataset with 1.9M reactions from patents (1976-2016). The task is: Predict the reactants needed to synthesize the given product. (1) Given the product [F:1][C:2]1[CH:3]=[CH:4][C:5]([C:8]2[CH:13]=[CH:12][C:11]([CH2:14][CH2:15][CH:16]=[O:17])=[CH:10][CH:9]=2)=[CH:6][CH:7]=1, predict the reactants needed to synthesize it. The reactants are: [F:1][C:2]1[CH:7]=[CH:6][C:5]([C:8]2[CH:13]=[CH:12][C:11]([CH2:14][CH2:15][C:16](O)=[O:17])=[CH:10][CH:9]=2)=[CH:4][CH:3]=1.[Br-].[K+].Cl[O-].[Na+].C(=O)(O)[O-].[Na+]. (2) Given the product [Cl:23][C:3]1[CH:4]=[C:5]([NH:12][S:13]([C:16]2[S:17][CH:18]=[CH:19][CH:20]=2)(=[O:15])=[O:14])[C:6]2[C:11]([C:2]=1[OH:1])=[CH:10][CH:9]=[CH:8][CH:7]=2, predict the reactants needed to synthesize it. The reactants are: [OH:1][C:2]1[C:11]2[C:6](=[CH:7][CH:8]=[CH:9][CH:10]=2)[C:5]([NH:12][S:13]([C:16]2[S:17][CH:18]=[CH:19][CH:20]=2)(=[O:15])=[O:14])=[CH:4][CH:3]=1.OO.[ClH:23]. (3) Given the product [CH:21]1[C:29]2[C:28]3[CH:30]=[CH:31][CH:32]=[CH:33][C:27]=3[O:26][C:25]=2[CH:24]=[CH:23][C:22]=1[CH2:34][N:1]1[CH:2]([C:11]2[C:12]([O:19][CH3:20])=[CH:13][CH:14]=[CH:15][C:16]=2[O:17][CH3:18])[CH2:3][CH:4]([CH3:10])[C:5]1=[O:7], predict the reactants needed to synthesize it. The reactants are: [NH2:1][CH:2]([C:11]1[C:16]([O:17][CH3:18])=[CH:15][CH:14]=[CH:13][C:12]=1[O:19][CH3:20])[CH2:3][CH:4]([CH3:10])[C:5]([O:7]CC)=O.[CH:21]1[C:29]2[C:28]3[CH:30]=[CH:31][CH:32]=[CH:33][C:27]=3[O:26][C:25]=2[CH:24]=[CH:23][C:22]=1[CH:34]=O. (4) Given the product [O:1]=[C:2]1[C:11]2[C:6](=[CH:7][CH:8]=[CH:9][CH:10]=2)[NH:5][CH:4]=[C:3]1[C:12]([OH:14])=[O:13], predict the reactants needed to synthesize it. The reactants are: [O:1]=[C:2]1[C:11]2[C:6](=[CH:7][CH:8]=[CH:9][CH:10]=2)[N:5]=[CH:4][CH:3]1[C:12]([OH:14])=[O:13].[OH-].[Na+].Cl. (5) Given the product [Si:6]([O:41][CH2:40][CH2:39][NH:38][C:35]1[CH:36]=[CH:37][C:32]([N:26]2[C:25](=[O:42])[C:24]3[C:28](=[CH:29][CH:30]=[CH:31][C:23]=3[NH:22][C:20]([C:18]3[S:19][C:15]([Cl:14])=[CH:16][CH:17]=3)=[O:21])[CH2:27]2)=[CH:33][CH:34]=1)([C:9]([CH3:12])([CH3:11])[CH3:10])([CH3:8])[CH3:7], predict the reactants needed to synthesize it. The reactants are: N1C=CN=C1.[Si:6](Cl)([C:9]([CH3:12])([CH3:11])[CH3:10])([CH3:8])[CH3:7].[Cl:14][C:15]1[S:19][C:18]([C:20]([NH:22][C:23]2[CH:31]=[CH:30][CH:29]=[C:28]3[C:24]=2[C:25](=[O:42])[N:26]([C:32]2[CH:37]=[CH:36][C:35]([NH:38][CH2:39][CH2:40][OH:41])=[CH:34][CH:33]=2)[CH2:27]3)=[O:21])=[CH:17][CH:16]=1.C(#N)C.O. (6) The reactants are: [Cl:1][C:2]1[CH:7]=[CH:6][C:5]([Mg]Br)=[CH:4][CH:3]=1.[CH:10]([N:23]1[CH2:26][C:25](=[O:27])[CH2:24]1)([C:17]1[CH:22]=[CH:21][CH:20]=[CH:19][CH:18]=1)[C:11]1[CH:16]=[CH:15][CH:14]=[CH:13][CH:12]=1.[Na+].[Cl-]. Given the product [CH:10]([N:23]1[CH2:26][C:25]([C:5]2[CH:6]=[CH:7][C:2]([Cl:1])=[CH:3][CH:4]=2)([OH:27])[CH2:24]1)([C:17]1[CH:22]=[CH:21][CH:20]=[CH:19][CH:18]=1)[C:11]1[CH:12]=[CH:13][CH:14]=[CH:15][CH:16]=1, predict the reactants needed to synthesize it. (7) Given the product [S:7]1[CH:8]=[CH:9][C:10]2[C:2]([C:17](=[O:22])[CH2:18][CH2:19][CH:20]=[CH2:21])=[CH:3][CH:4]=[CH:5][C:6]1=2, predict the reactants needed to synthesize it. The reactants are: Br[C:2]1[C:10]2[CH:9]=[CH:8][S:7][C:6]=2[CH:5]=[CH:4][CH:3]=1.[Mg].II.CON(C)[C:17](=[O:22])[CH2:18][CH2:19][CH:20]=[CH2:21].